The task is: Predict which catalyst facilitates the given reaction.. This data is from Catalyst prediction with 721,799 reactions and 888 catalyst types from USPTO. (1) Reactant: [CH3:1][O:2][C:3]1[CH:8]=[CH:7][C:6]([C:9](=[O:13])[CH2:10][C:11]#[N:12])=[CH:5][CH:4]=1.[F:14][C:15]1[CH:21]=[CH:20][C:18]([NH2:19])=[CH:17][CH:16]=1. Product: [F:14][C:15]1[CH:21]=[CH:20][C:18]([NH:19][C:11](=[NH:12])[CH2:10][C:9]([C:6]2[CH:7]=[CH:8][C:3]([O:2][CH3:1])=[CH:4][CH:5]=2)=[O:13])=[CH:17][CH:16]=1. The catalyst class is: 8. (2) Reactant: [C:1]1([S:7]([NH2:10])(=[O:9])=[O:8])[CH:6]=[CH:5][CH:4]=[CH:3][CH:2]=1.C(=O)([O-])[O-].[K+].[K+].[Cl:17][C:18]1[CH:26]=[C:25]([Cl:27])[CH:24]=[CH:23][C:19]=1[C:20](Cl)=[O:21].Cl. Product: [Cl:17][C:18]1[CH:26]=[C:25]([Cl:27])[CH:24]=[CH:23][C:19]=1[C:20]([NH:10][S:7]([C:1]1[CH:6]=[CH:5][CH:4]=[CH:3][CH:2]=1)(=[O:9])=[O:8])=[O:21]. The catalyst class is: 38. (3) Reactant: [CH:1]([N:4]1[C:8]2=[N:9][C:10]([C:19]3[CH:20]=[C:21]([OH:25])[CH:22]=[CH:23][CH:24]=3)=[CH:11][C:12]([N:13]3[CH2:18][CH2:17][O:16][CH2:15][CH2:14]3)=[C:7]2[C:6]([CH3:26])=[N:5]1)([CH3:3])[CH3:2].C([O-])([O-])=O.[K+].[K+].Cl[CH2:34][CH:35]1[CH2:37][O:36]1. Product: [CH:1]([N:4]1[C:8]2=[N:9][C:10]([C:19]3[CH:24]=[CH:23][CH:22]=[C:21]([O:25][CH2:34][CH:35]4[CH2:37][O:36]4)[CH:20]=3)=[CH:11][C:12]([N:13]3[CH2:14][CH2:15][O:16][CH2:17][CH2:18]3)=[C:7]2[C:6]([CH3:26])=[N:5]1)([CH3:3])[CH3:2]. The catalyst class is: 18. (4) Reactant: Cl.[CH2:2]1[C:6]2([CH2:11][CH2:10][CH2:9][NH:8][CH2:7]2)[CH2:5][CH2:4][N:3]1C(OC(C)(C)C)=O.[Br:19][C:20]1[CH:21]=[C:22]([Cl:27])[C:23]([Cl:26])=[N:24][CH:25]=1.C(=O)([O-])[O-].[K+].[K+]. Product: [ClH:26].[Br:19][C:20]1[CH:21]=[C:22]([Cl:27])[C:23]([N:8]2[CH2:9][CH2:10][CH2:11][C:6]3([CH2:2][NH:3][CH2:4][CH2:5]3)[CH2:7]2)=[N:24][CH:25]=1. The catalyst class is: 9.